Dataset: Forward reaction prediction with 1.9M reactions from USPTO patents (1976-2016). Task: Predict the product of the given reaction. The product is: [CH2:1]([O:8][C:9]1[CH:54]=[CH:53][C:12]([CH2:13][C:14]2[NH:18][C:17]3[CH:19]=[CH:20][C:21]([CH2:23][N:24]([CH2:45][C:46]([OH:48])=[O:47])[C:25](=[O:44])[C:26]4[CH:31]=[CH:30][C:29]([NH:32][C:33](=[O:43])[CH2:34][C:35]5[CH:36]=[CH:37][C:38]([O:41][CH3:42])=[CH:39][CH:40]=5)=[CH:28][CH:27]=4)=[CH:22][C:16]=3[N:15]=2)=[CH:11][CH:10]=1)[CH2:2][CH2:3][CH2:4][CH2:5][CH2:6][CH3:7]. Given the reactants [CH2:1]([O:8][C:9]1[CH:54]=[CH:53][C:12]([CH2:13][C:14]2[NH:18][C:17]3[CH:19]=[CH:20][C:21]([CH2:23][N:24]([CH2:45][C:46]([O:48]C(C)(C)C)=[O:47])[C:25](=[O:44])[C:26]4[CH:31]=[CH:30][C:29]([NH:32][C:33](=[O:43])[CH2:34][C:35]5[CH:40]=[CH:39][C:38]([O:41][CH3:42])=[CH:37][CH:36]=5)=[CH:28][CH:27]=4)=[CH:22][C:16]=3[N:15]=2)=[CH:11][CH:10]=1)[CH2:2][CH2:3][CH2:4][CH2:5][CH2:6][CH3:7].C(O)(C(F)(F)F)=O, predict the reaction product.